This data is from Full USPTO retrosynthesis dataset with 1.9M reactions from patents (1976-2016). The task is: Predict the reactants needed to synthesize the given product. (1) Given the product [Cl:22][C:23]1[CH:24]=[C:25]([NH:26][C:2]2[C:11]3[C:6](=[C:7]([C:15]([N:17]([CH3:19])[CH3:18])=[O:16])[CH:8]=[C:9]([N+:12]([O-:14])=[O:13])[CH:10]=3)[N:5]=[CH:4][C:3]=2[C:20]#[N:21])[CH:27]=[CH:28][CH:29]=1, predict the reactants needed to synthesize it. The reactants are: Cl[C:2]1[C:11]2[C:6](=[C:7]([C:15]([N:17]([CH3:19])[CH3:18])=[O:16])[CH:8]=[C:9]([N+:12]([O-:14])=[O:13])[CH:10]=2)[N:5]=[CH:4][C:3]=1[C:20]#[N:21].[Cl:22][C:23]1[CH:24]=[C:25]([CH:27]=[CH:28][CH:29]=1)[NH2:26]. (2) The reactants are: Cl.C(N=C=NCCCN(C)C)C.[O:13]=[C:14]1[N:19]([C:20]2[CH:25]=[CH:24][C:23]([O:26][CH2:27][C:28]([F:31])([F:30])[F:29])=[CH:22][CH:21]=2)[C:18]([S:32][CH2:33][CH2:34][CH2:35][C:36](O)=[O:37])=[N:17][C:16]2[CH:39]=[CH:40][NH:41][C:15]1=2.[NH2:42][C:43]([CH3:47])([CH3:46])[CH2:44][OH:45].ON1C2C=CC=CC=2N=N1. Given the product [OH:45][CH2:44][C:43]([NH:42][C:36](=[O:37])[CH2:35][CH2:34][CH2:33][S:32][C:18]1[N:19]([C:20]2[CH:25]=[CH:24][C:23]([O:26][CH2:27][C:28]([F:31])([F:30])[F:29])=[CH:22][CH:21]=2)[C:14](=[O:13])[C:15]2[NH:41][CH:40]=[CH:39][C:16]=2[N:17]=1)([CH3:47])[CH3:46], predict the reactants needed to synthesize it.